Dataset: Catalyst prediction with 721,799 reactions and 888 catalyst types from USPTO. Task: Predict which catalyst facilitates the given reaction. (1) Reactant: [CH2:1]([C:3]([C:21]1[CH:26]=[CH:25][C:24]([OH:27])=[C:23]([CH3:28])[CH:22]=1)([C:6]1[CH:11]=[CH:10][C:9](/[CH:12]=[CH:13]/[C:14]([CH2:18][CH3:19])([OH:17])[CH2:15][CH3:16])=[C:8]([CH3:20])[CH:7]=1)[CH2:4][CH3:5])[CH3:2].C1C=CC(P(C2C=CC=CC=2)C2C=CC=CC=2)=CC=1.O[CH2:49][C@H:50]1[O:55][C:54](=[O:56])[CH2:53][CH2:52][CH2:51]1.CCOC(/N=N/C(OCC)=O)=O. Product: [CH2:1]([C:3]([C:21]1[CH:26]=[CH:25][C:24]([O:27][CH2:49][C@H:50]2[O:55][C:54](=[O:56])[CH2:53][CH2:52][CH2:51]2)=[C:23]([CH3:28])[CH:22]=1)([C:6]1[CH:11]=[CH:10][C:9](/[CH:12]=[CH:13]/[C:14]([CH2:15][CH3:16])([OH:17])[CH2:18][CH3:19])=[C:8]([CH3:20])[CH:7]=1)[CH2:4][CH3:5])[CH3:2]. The catalyst class is: 1. (2) Reactant: [CH3:1][C:2]1[NH:3][C:4](=[O:28])[C:5]([CH2:13][C:14]2[CH:19]=[CH:18][C:17]([C:20]3[C:21]([C:26]#[N:27])=[CH:22][CH:23]=[CH:24][CH:25]=3)=[CH:16][CH:15]=2)=[C:6]([CH2:8][CH2:9][CH2:10][CH2:11][CH3:12])[N:7]=1.[C:29]1(B(O)O)[CH:34]=[CH:33][CH:32]=[CH:31][CH:30]=1.C([N:40](CC)CC)C.N1C=CC=CC=1.[C:51]([O:54]CC)(=[O:53])C. Product: [CH3:1][C:2]1[N:3]([C:29]2[CH:34]=[CH:33][CH:32]=[CH:31][CH:30]=2)[C:4](=[O:28])[C:5]([CH2:13][C:14]2[CH:15]=[CH:16][C:17]([C:20]3[CH:25]=[CH:24][CH:23]=[CH:22][C:21]=3[C:26]3[NH:40][C:51](=[O:53])[O:54][N:27]=3)=[CH:18][CH:19]=2)=[C:6]([CH2:8][CH2:9][CH2:10][CH2:11][CH3:12])[N:7]=1. The catalyst class is: 302.